Dataset: Peptide-MHC class I binding affinity with 185,985 pairs from IEDB/IMGT. Task: Regression. Given a peptide amino acid sequence and an MHC pseudo amino acid sequence, predict their binding affinity value. This is MHC class I binding data. (1) The peptide sequence is IPYCNYSKYW. The MHC is HLA-B07:02 with pseudo-sequence HLA-B07:02. The binding affinity (normalized) is 0.0553. (2) The MHC is HLA-A23:01 with pseudo-sequence HLA-A23:01. The binding affinity (normalized) is 0.0847. The peptide sequence is ETIEDYLGY.